This data is from Full USPTO retrosynthesis dataset with 1.9M reactions from patents (1976-2016). The task is: Predict the reactants needed to synthesize the given product. (1) Given the product [NH2:6][C:4](=[O:5])[C@@H:3]([NH:8][C:9]([N:11]1[C:19]2[CH2:18][CH2:17][N:16]([CH3:20])[CH2:15][C:14]=2[C:13]([C:21]2[CH:22]=[CH:23][C:24]([F:28])=[C:25]([F:27])[CH:26]=2)=[N:12]1)=[O:10])[CH2:34][CH:35]([CH3:40])[CH3:36], predict the reactants needed to synthesize it. The reactants are: CC(C)(C)[C@H:3]([NH:8][C:9]([N:11]1[C:19]2[CH2:18][CH2:17][N:16]([CH3:20])[CH2:15][C:14]=2[C:13]([C:21]2[CH:26]=[C:25]([F:27])[C:24]([F:28])=[CH:23][C:22]=2F)=[N:12]1)=[O:10])[C:4]([NH:6]C)=[O:5].FC1[CH:34]=[C:35]([C:40]2C3CN(C(OC(C)(C)C)=O)CCC=3NN=2)[CH:36]=CC=1F.N[C@H](C(N)=O)CC(C)C. (2) Given the product [C:2]1([CH3:1])[CH:7]=[CH:6][CH:5]=[C:4]([NH:8][C:9]2[C:10]3[CH:17]=[CH:16][N:15]([C:20](=[O:22])[CH3:21])[C:11]=3[N:12]=[CH:13][N:14]=2)[CH:3]=1, predict the reactants needed to synthesize it. The reactants are: [CH3:1][C:2]1[CH:3]=[C:4]([NH:8][C:9]2[C:10]3[CH:17]=[CH:16][NH:15][C:11]=3[N:12]=[CH:13][N:14]=2)[CH:5]=[CH:6][CH:7]=1.[H-].[Na+].[C:20](Cl)(=[O:22])[CH3:21]. (3) Given the product [NH2:25][C@@H:24]([CH2:23][C:2]1[CH:7]=[CH:6][C:5]([C:13]2[CH:14]=[C:9]([S:8][CH2:1][C:2]3[CH:7]=[CH:6][CH:5]=[CH:4][CH:3]=3)[N:10]=[C:11]([NH2:16])[N:12]=2)=[CH:4][CH:3]=1)[C:17]([OH:20])=[O:18], predict the reactants needed to synthesize it. The reactants are: [CH2:1]([S:8][C:9]1[CH:14]=[C:13](Cl)[N:12]=[C:11]([NH2:16])[N:10]=1)[C:2]1[CH:7]=[CH:6][CH:5]=[CH:4][CH:3]=1.[C:17]([O-:20])([O-])=[O:18].[Na+].[Na+].[CH3:23][C:24]#[N:25]. (4) Given the product [F:1][C:2]1[CH:10]=[C:9]2[C:5]([C:6]([I:14])=[CH:7][NH:8]2)=[CH:4][C:3]=1[C:11]([OH:13])=[O:12], predict the reactants needed to synthesize it. The reactants are: [F:1][C:2]1[CH:10]=[C:9]2[C:5]([CH:6]=[CH:7][NH:8]2)=[CH:4][C:3]=1[C:11]([OH:13])=[O:12].[I:14]I.[OH-].[K+].S([O-])(O)=O.[Na+].Cl. (5) Given the product [CH3:12][C:11]1[C:10]([C:9]([O:14][CH2:15][CH3:16])=[O:13])=[C:4]2[CH:5]=[CH:6][CH:7]=[CH:8][N:3]2[N:2]=1, predict the reactants needed to synthesize it. The reactants are: [I-].[NH2:2][N+:3]1[CH:8]=[CH:7][CH:6]=[CH:5][CH:4]=1.[C:9]([O:14][CH2:15][CH3:16])(=[O:13])[C:10]#[C:11][CH3:12].C(=O)([O-])[O-].[K+].[K+].